Dataset: Catalyst prediction with 721,799 reactions and 888 catalyst types from USPTO. Task: Predict which catalyst facilitates the given reaction. (1) Reactant: [CH:1]1[C:13]2[CH:12]([CH2:14][O:15][C:16]([NH:18][CH:19]([C:30](=[O:48])[N:31]3[CH2:36][CH2:35][CH2:34][CH2:33][CH:32]3C3NC=C(C4C=CC=CC=4)N=3)[CH2:20][C:21]3[CH:29]=[CH:28][C:24]([C:25]([OH:27])=O)=[CH:23][CH:22]=3)=[O:17])[C:11]3[C:6](=[CH:7][CH:8]=[CH:9][CH:10]=3)[C:5]=2[CH:4]=[CH:3][CH:2]=1.Cl.CN.C[N:53]1[CH2:58]COCC1.O.ON1[C:65]2[CH:66]=CC=[CH:69][C:64]=2N=N1.Cl.CN(C)[CH2:73][CH2:74][CH2:75][N:76]=[C:77]=[N:78][CH2:79]C. Product: [CH:10]1[C:11]2[CH:12]([CH2:14][O:15][C:16](=[O:17])[NH:18][CH:19]([CH2:20][C:21]3[CH:22]=[CH:23][C:24]([C:25](=[O:27])[NH:53][CH3:58])=[CH:28][CH:29]=3)[C:30](=[O:48])[N:31]3[CH2:36][CH2:35][CH2:34][CH2:33][CH:32]3[C:77]3[NH:78][CH:79]=[C:75]([C:74]4[CH:73]=[CH:66][CH:65]=[CH:64][CH:69]=4)[N:76]=3)[C:13]3[C:5](=[CH:4][CH:3]=[CH:2][CH:1]=3)[C:6]=2[CH:7]=[CH:8][CH:9]=1. The catalyst class is: 9. (2) The catalyst class is: 416. Reactant: I[C:2]1[C:10]2[C:5](=[N:6][CH:7]=[CH:8][C:9]=2[O:11][CH:12]([CH3:14])[CH3:13])[N:4]([S:15]([C:18]2[CH:23]=[CH:22][C:21]([CH3:24])=[CH:20][CH:19]=2)(=[O:17])=[O:16])[CH:3]=1.[C:25]([NH2:29])(=[O:28])[CH:26]=[CH2:27].C(N(CC)CC)C.C1(C)C=CC=CC=1P(C1C=CC=CC=1C)C1C=CC=CC=1C. Product: [CH:12]([O:11][C:9]1[CH:8]=[CH:7][N:6]=[C:5]2[N:4]([S:15]([C:18]3[CH:23]=[CH:22][C:21]([CH3:24])=[CH:20][CH:19]=3)(=[O:17])=[O:16])[CH:3]=[C:2]([CH:27]=[CH:26][C:25]([NH2:29])=[O:28])[C:10]=12)([CH3:14])[CH3:13]. (3) Reactant: [CH3:1][O:2][C:3]1[CH:4]=[C:5]([C:11]([C@@H:13]2[C@:22]3([CH3:23])[C@H:17]([C:18]([CH3:25])([CH3:24])[CH2:19][CH2:20][CH2:21]3)[CH2:16][C@@H:15]([NH2:26])[C@H:14]2[CH3:27])=[O:12])[CH:6]=[C:7]([O:9][CH3:10])[CH:8]=1.F[B-](F)(F)F.N1(OC(N(C)C)=[N+](C)C)C2C=CC=CC=2N=N1.[C:50](O)(=[O:57])[C:51]1[CH:56]=[CH:55][CH:54]=[N:53][CH:52]=1.C(N(CC)C(C)C)(C)C. Product: [CH3:10][O:9][C:7]1[CH:6]=[C:5]([C:11]([C@@H:13]2[C@:22]3([CH3:23])[C@H:17]([C:18]([CH3:25])([CH3:24])[CH2:19][CH2:20][CH2:21]3)[CH2:16][C@@H:15]([NH:26][C:50]([C:51]3[CH:52]=[N:53][CH:54]=[CH:55][CH:56]=3)=[O:57])[C@H:14]2[CH3:27])=[O:12])[CH:4]=[C:3]([O:2][CH3:1])[CH:8]=1. The catalyst class is: 3.